Dataset: Full USPTO retrosynthesis dataset with 1.9M reactions from patents (1976-2016). Task: Predict the reactants needed to synthesize the given product. (1) Given the product [C:1]([C@H:4]1[CH2:9][CH2:8][CH2:7][C@H:6]([NH:10][C:11]2[C:16]([C:17]([OH:19])=[O:18])=[CH:15][N:14]=[C:13]3[NH:27][CH:28]=[CH:29][C:12]=23)[CH2:5]1)(=[O:3])[NH2:2], predict the reactants needed to synthesize it. The reactants are: [C:1]([C@H:4]1[CH2:9][CH2:8][CH2:7][C@H:6]([NH:10][C:11]2[C:16]([C:17]([O:19]CC3C=CC=CC=3)=[O:18])=[CH:15][N:14]=[C:13]3[NH:27][CH:28]=[CH:29][C:12]=23)[CH2:5]1)(=[O:3])[NH2:2]. (2) Given the product [CH3:17][C:5]([C:4]1[C:9](=[O:8])[C:10]2[C:11]([C:2](=[O:1])[C:3]=1[CH3:19])=[CH:12][CH:13]=[CH:14][CH:15]=2)([CH3:18])[CH2:6][C:7]([OH:16])=[O:23], predict the reactants needed to synthesize it. The reactants are: [OH:1][C:2]1[C:3]([CH3:19])=[C:4]2[C:9](=[C:10]3[CH:15]=[CH:14][CH:13]=[CH:12][C:11]=13)[O:8][C:7](=[O:16])[CH2:6][C:5]2([CH3:18])[CH3:17].C1C(=O)N(Br)C(=[O:23])C1.